This data is from Peptide-MHC class I binding affinity with 185,985 pairs from IEDB/IMGT. The task is: Regression. Given a peptide amino acid sequence and an MHC pseudo amino acid sequence, predict their binding affinity value. This is MHC class I binding data. (1) The binding affinity (normalized) is 0.661. The peptide sequence is TPAEVSIVV. The MHC is HLA-B51:01 with pseudo-sequence HLA-B51:01. (2) The peptide sequence is TLLGDGPVV. The MHC is HLA-A02:01 with pseudo-sequence HLA-A02:01. The binding affinity (normalized) is 0.722. (3) The peptide sequence is KFLELKRGIY. The MHC is HLA-A31:01 with pseudo-sequence HLA-A31:01. The binding affinity (normalized) is 0.712. (4) The peptide sequence is IPTNFSISI. The MHC is HLA-B15:01 with pseudo-sequence HLA-B15:01. The binding affinity (normalized) is 0.327. (5) The MHC is HLA-A02:11 with pseudo-sequence HLA-A02:11. The binding affinity (normalized) is 0.483. The peptide sequence is VLFIHPLDA.